Dataset: Full USPTO retrosynthesis dataset with 1.9M reactions from patents (1976-2016). Task: Predict the reactants needed to synthesize the given product. (1) Given the product [CH3:17][C:18]1[CH:23]=[CH:22][C:21]([S:24]([O:6][CH2:5][C:4]2[CH:7]=[C:8]([O:10][C:11]([F:12])([F:13])[F:14])[CH:9]=[C:2]([Cl:1])[CH:3]=2)(=[O:26])=[O:25])=[CH:20][CH:19]=1, predict the reactants needed to synthesize it. The reactants are: [Cl:1][C:2]1[CH:3]=[C:4]([CH:7]=[C:8]([O:10][C:11]([F:14])([F:13])[F:12])[CH:9]=1)[CH:5]=[O:6].[BH4-].[Na+].[CH3:17][C:18]1[CH:23]=[CH:22][C:21]([S:24](Cl)(=[O:26])=[O:25])=[CH:20][CH:19]=1.C(N(CC)CC)C. (2) Given the product [CH3:12][O:10][C:9](=[O:11])[CH2:8][C:3]1([NH2:2])[CH2:7][CH2:6][CH2:5][CH2:4]1, predict the reactants needed to synthesize it. The reactants are: Cl.[NH2:2][C:3]1([CH2:8][C:9]([OH:11])=[O:10])[CH2:7][CH2:6][CH2:5][CH2:4]1.[CH3:12][Si](C=[N+]=[N-])(C)C.C1(C)C=CC=CC=1.